From a dataset of Full USPTO retrosynthesis dataset with 1.9M reactions from patents (1976-2016). Predict the reactants needed to synthesize the given product. (1) Given the product [CH3:32][O:31][C:28]1[CH:27]=[CH:26][C:25]([N:4]2[C:5]3[C:6](=[O:24])[N:7]([C:11]4[CH:16]=[CH:15][C:14]([N:17]5[CH2:22][CH2:21][CH2:20][CH2:19][C:18]5=[O:23])=[CH:13][CH:12]=4)[CH2:8][CH2:9][C:10]=3[CH:2]=[N:3]2)=[CH:30][CH:29]=1, predict the reactants needed to synthesize it. The reactants are: Br[C:2]1[C:10]2[CH2:9][CH2:8][N:7]([C:11]3[CH:16]=[CH:15][C:14]([N:17]4[CH2:22][CH2:21][CH2:20][CH2:19][C:18]4=[O:23])=[CH:13][CH:12]=3)[C:6](=[O:24])[C:5]=2[N:4]([C:25]2[CH:30]=[CH:29][C:28]([O:31][CH3:32])=[CH:27][CH:26]=2)[N:3]=1.CNC.CC(C)([O-])C.[Na+].C1(P(C2CCCCC2)C2C=CC=CC=2C2C=CC=CC=2N(C)C)CCCCC1. (2) Given the product [CH2:1]([O:9][C:10]1[CH:15]=[CH:14][C:13]([CH:16]2[O:21][CH2:20][CH2:19][N:18]([CH2:22][CH2:23][OH:24])[CH2:17]2)=[CH:12][CH:11]=1)[CH2:2][CH2:3][CH2:4][CH2:5][CH2:6][CH2:7][CH3:8], predict the reactants needed to synthesize it. The reactants are: [CH2:1]([O:9][C:10]1[CH:15]=[CH:14][C:13]([CH:16]2[O:21][CH2:20][CH2:19][N:18]([CH2:22][CH2:23][O:24]C3CCCCO3)[CH2:17]2)=[CH:12][CH:11]=1)[CH2:2][CH2:3][CH2:4][CH2:5][CH2:6][CH2:7][CH3:8].O.C1(C)C=CC(S(O)(=O)=O)=CC=1. (3) Given the product [Cl:21][C:18]1[CH:19]=[CH:20][C:15]([C:14]2[C:10]([C:8]([OH:9])=[O:7])=[C:11]([N:22]3[C:30](=[O:31])[C:29]4[C:24](=[CH:25][CH:26]=[CH:27][CH:28]=4)[C:23]3=[O:32])[S:12][CH:13]=2)=[CH:16][CH:17]=1, predict the reactants needed to synthesize it. The reactants are: [OH-].[Na+].CO.C([O:7][C:8]([C:10]1[C:14]([C:15]2[CH:20]=[CH:19][C:18]([Cl:21])=[CH:17][CH:16]=2)=[CH:13][S:12][C:11]=1[N:22]1[C:30](=[O:31])[C:29]2[C:24](=[CH:25][CH:26]=[CH:27][CH:28]=2)[C:23]1=[O:32])=[O:9])C.Cl. (4) Given the product [O:8]=[C:5]1[CH2:6][CH2:7][C@H:3](/[CH:1]=[CH:21]/[C:20](=[O:19])[CH2:28][CH2:29][CH2:30][CH2:31][C:32]2[CH:33]=[CH:34][CH:35]=[CH:36][CH:37]=2)[N:4]1[CH2:9][CH2:10][CH2:11][CH2:12][CH2:13][CH2:14][C:15]([O:17][CH3:18])=[O:16], predict the reactants needed to synthesize it. The reactants are: [CH:1]([C@H:3]1[CH2:7][CH2:6][C:5](=[O:8])[N:4]1[CH2:9][CH2:10][CH2:11][CH2:12][CH2:13][CH2:14][C:15]([O:17][CH3:18])=[O:16])=O.[O:19]=[C:20]([CH2:28][CH2:29][CH2:30][CH2:31][C:32]1[CH:37]=[CH:36][CH:35]=[CH:34][CH:33]=1)[CH2:21]P(=O)(OC)OC.[Cl-].[Li+].C(N(CC)CC)C.[Cl-].[NH4+]. (5) Given the product [N:11]1[CH:10]=[CH:9][C:8]([C:6]2[N:7]=[C:2]([NH:35][C:34]3[CH:33]=[CH:32][C:31]([N:26]4[CH2:30][CH2:29][CH2:28][CH2:27]4)=[CH:37][CH:36]=3)[C:3]3[NH:16][N:15]=[CH:14][C:4]=3[N:5]=2)=[CH:13][CH:12]=1, predict the reactants needed to synthesize it. The reactants are: Cl[C:2]1[C:3]2[C:4](=[CH:14][N:15](CC3C=CC(OC)=CC=3)[N:16]=2)[N:5]=[C:6]([C:8]2[CH:13]=[CH:12][N:11]=[CH:10][CH:9]=2)[N:7]=1.[N:26]1([C:31]2[CH:37]=[CH:36][C:34]([NH2:35])=[CH:33][CH:32]=2)[CH2:30][CH2:29][CH2:28][CH2:27]1.Cl.